From a dataset of Reaction yield outcomes from USPTO patents with 853,638 reactions. Predict the reaction yield, written as a fraction of the theoretical maximum amount of product (1.0 means a 100% yield; for example, 0.34 means a 34% yield). (1) The reactants are Br[C:2]1[CH:7]=[C:6]([F:8])[CH:5]=[C:4]([F:9])[CH:3]=1.[O:10]1CC(=O)[CH2:11]1.[CH2:15]1[CH2:19][O:18][CH2:17][CH2:16]1. No catalyst specified. The product is [F:9][C:4]1[CH:3]=[C:2]([C:11]2([OH:10])[CH2:16][CH2:17][O:18][CH2:19][CH2:15]2)[CH:7]=[C:6]([F:8])[CH:5]=1. The yield is 0.710. (2) The reactants are [O:1]=[C:2]1[NH:17][C:6]2[N:7]=[C:8]([O:11][CH2:12][CH2:13][CH2:14][CH:15]=O)[N:9]=[CH:10][C:5]=2[CH:4]=[CH:3]1.Cl.[Cl:19][C:20]1[C:25]([Cl:26])=[CH:24][CH:23]=[CH:22][C:21]=1[N:27]1[CH2:32][CH2:31][NH:30][CH2:29][CH2:28]1.CCN(CC)CC.[BH-](OC(C)=O)(OC(C)=O)OC(C)=O.[Na+]. The catalyst is ClC(Cl)C. The product is [Cl:19][C:20]1[C:25]([Cl:26])=[CH:24][CH:23]=[CH:22][C:21]=1[N:27]1[CH2:32][CH2:31][N:30]([CH2:15][CH2:14][CH2:13][CH2:12][O:11][C:8]2[N:9]=[CH:10][C:5]3[CH:4]=[CH:3][C:2](=[O:1])[NH:17][C:6]=3[N:7]=2)[CH2:29][CH2:28]1. The yield is 0.830.